Dataset: Forward reaction prediction with 1.9M reactions from USPTO patents (1976-2016). Task: Predict the product of the given reaction. (1) Given the reactants [NH2:1][C:2]1[CH:7]=[CH:6][C:5]([CH2:8][CH2:9][CH2:10][CH2:11][OH:12])=[C:4]([C:13]([F:16])([F:15])[F:14])[CH:3]=1.[C:17](O[C:17]([O:19][C:20]([CH3:23])([CH3:22])[CH3:21])=[O:18])([O:19][C:20]([CH3:23])([CH3:22])[CH3:21])=[O:18].C(N(C(C)C)CC)(C)C.C(=O)(O)[O-].[Na+], predict the reaction product. The product is: [C:20]([O:19][C:17](=[O:18])[NH:1][C:2]1[CH:7]=[CH:6][C:5]([CH2:8][CH2:9][CH2:10][CH2:11][OH:12])=[C:4]([C:13]([F:14])([F:15])[F:16])[CH:3]=1)([CH3:23])([CH3:22])[CH3:21]. (2) Given the reactants [H-].[Na+].[Cl:3][C:4]1[CH:9]=[C:8](Cl)[CH:7]=[CH:6][N:5]=1.[CH2:11]([C:13]1[N:18]=[C:17]([C:19]2[CH:24]=[CH:23][CH:22]=[C:21]([CH3:25])[N:20]=2)[C:16]([OH:26])=[CH:15][CH:14]=1)[CH3:12], predict the reaction product. The product is: [Cl:3][C:4]1[CH:9]=[C:8]([O:26][C:16]2[C:17]([C:19]3[CH:24]=[CH:23][CH:22]=[C:21]([CH3:25])[N:20]=3)=[N:18][C:13]([CH2:11][CH3:12])=[CH:14][CH:15]=2)[CH:7]=[CH:6][N:5]=1. (3) Given the reactants [Cl:1][C:2]1[CH:3]=[CH:4][C:5]([O:42][CH:43]([F:45])[F:44])=[C:6]([C:8]2[C:12]([NH:13][C:14]([C:16]3[CH:17]=[N:18][N:19]4[CH:24]=[CH:23][CH:22]=[N:21][C:20]=34)=[O:15])=[CH:11][N:10]([CH2:25][C:26](=[O:41])[N:27]3[CH2:32][CH2:31][N:30]([CH:33]([C:35]4[CH:40]=CC=C[CH:36]=4)C)[CH2:29][CH2:28]3)[N:9]=2)[CH:7]=1.ClC1C=CC(OC(F)F)=C(C2C(NC(C3C=NN4C=CC=NC=34)=O)=CN(CC(O)=O)N=2)C=1.CC(C)CN1CCNCC1, predict the reaction product. The product is: [Cl:1][C:2]1[CH:3]=[CH:4][C:5]([O:42][CH:43]([F:45])[F:44])=[C:6]([C:8]2[C:12]([NH:13][C:14]([C:16]3[CH:17]=[N:18][N:19]4[CH:24]=[CH:23][CH:22]=[N:21][C:20]=34)=[O:15])=[CH:11][N:10]([CH2:25][C:26]([N:27]3[CH2:28][CH2:29][N:30]([CH2:33][CH:35]([CH3:36])[CH3:40])[CH2:31][CH2:32]3)=[O:41])[N:9]=2)[CH:7]=1. (4) Given the reactants [CH:1]([Mg]Br)=[CH2:2].[F:5][C:6]([F:16])([F:15])[C:7]1[CH:8]=[C:9]([CH:12]=[CH:13][CH:14]=1)[CH:10]=[O:11], predict the reaction product. The product is: [F:5][C:6]([F:15])([F:16])[C:7]1[CH:8]=[C:9]([C:10]([OH:11])=[CH:1][CH3:2])[CH:12]=[CH:13][CH:14]=1. (5) Given the reactants [CH2:1]([CH:3]([NH:8][NH2:9])[C:4]([CH3:7])([CH3:6])[CH3:5])[CH3:2].FC1C([O:17][C:18]([C:20]2[CH:38]=[CH:37][C:23]3[O:24][CH2:25][C@@H:26]([C:28](C)(C)[O:29][SiH2]C(C)(C)C)[O:27][C:22]=3[C:21]=2[CH3:39])=O)=C(F)C(F)=C(F)C=1F, predict the reaction product. The product is: [CH2:1]([CH:3]([NH:8][NH:9][C:18]([C:20]1[CH:38]=[CH:37][C:23]2[O:24][CH2:25][C@H:26]([CH2:28][OH:29])[O:27][C:22]=2[C:21]=1[CH3:39])=[O:17])[C:4]([CH3:7])([CH3:6])[CH3:5])[CH3:2]. (6) Given the reactants [CH:1](=[O:10])[C:2]1[C:3]([O:8][CH3:9])=[CH:4][CH:5]=[CH:6][CH:7]=1.[CH3:11][O:12][C:13]1[CH:18]=[CH:17][C:16]([Mg]Br)=[CH:15][CH:14]=1.[NH4+].[Cl-], predict the reaction product. The product is: [CH3:11][O:12][C:13]1[CH:18]=[CH:17][C:16]([CH:1]([C:2]2[CH:7]=[CH:6][CH:5]=[CH:4][C:3]=2[O:8][CH3:9])[OH:10])=[CH:15][CH:14]=1. (7) Given the reactants [F:1][C:2]([F:16])([F:15])[S:3][C:4]1[CH:10]=[C:9]([C:11]([CH3:14])([CH3:13])[CH3:12])[CH:8]=[CH:7][C:5]=1[NH2:6].C1C(=O)N([Br:24])C(=O)C1, predict the reaction product. The product is: [F:16][C:2]([F:15])([F:1])[S:3][C:4]1[CH:10]=[C:9]([C:11]([CH3:12])([CH3:13])[CH3:14])[CH:8]=[C:7]([Br:24])[C:5]=1[NH2:6].